From a dataset of Experimentally validated miRNA-target interactions with 360,000+ pairs, plus equal number of negative samples. Binary Classification. Given a miRNA mature sequence and a target amino acid sequence, predict their likelihood of interaction. (1) The miRNA is ssc-miR-296-3p with sequence AGGGUUGGGCGGAGGCUUUCC. The protein sequence of the target gene is MGAYLSQPNTVKCSGDGVGAPRLPLPYGFSAMQGWRVSMEDAHNCIPELDSETAMFSVYDGHGGEEVALYCAKYLPDIIKDQKAYKEGKLQKALEDAFLAIDAKLTTEEVIKELAQIAGRPTEDEDEKEKVADEDDVDNEEAALLHEEATMTIEELLTRYGQNCHKGPPHSKSGGGTGEEPGSQGLNGEAGPEDSTRETPSQENGPTAKAYTGFSSNSERGTEAGQVGEPGIPTGEAGPSCSSASDKLPRVAKSKFFEDSEDESDEAEEEEEDSEECSEEEDGYSSEEAENEEDEDDTEE.... Result: 0 (no interaction). (2) The miRNA is hsa-miR-125a-3p with sequence ACAGGUGAGGUUCUUGGGAGCC. The protein sequence of the target gene is MLQQLLITLPTEASTWVKLRHPKAATERVALWEDVTKMFKAEALLSQDADETQGESLESRVTLGSLTAESQELLTFKDVSVDFTQEEWGQLAPAHRNLYREVMLENYGNLVSVGCQLSKPGVISQLEKGEEPWLMERDISGVPSSDLKSKTKTKESALQNDISWEELHCGLMMERFTKGSSMYSTLGRISKCNKLESQQENQRMGKGQIPLMCKKTFTQERGQESNRFEKRINVKSEVMPGPIGLPRKRDRKYDTPGKRSRYNIDLVNHSRSYTKMKTFECNICEKIFKQLIHLTEHMRI.... Result: 1 (interaction). (3) The miRNA is hsa-miR-6890-3p with sequence CCACUGCCUAUGCCCCACAG. The protein sequence of the target gene is MSVATGSSETAGGASGGGARVFFQSPRGGAGGSPGSSSGSGSSREDSAPVATAAAAGQVQQQQQRRHQQGKVTVKYDRKELRKRLVLEEWIVEQLGQLYGCEEEEMPEVEIDIDDLLDADSDEERASKLQEALVDCYKPTEEFIKELLSRIRGMRKLSPPQKKSV. Result: 1 (interaction). (4) The miRNA is hsa-miR-4524a-5p with sequence AUAGCAGCAUGAACCUGUCUCA. The protein sequence of the target gene is MRRIGAFGGSTALWALLAAHVAGAFEPVSVGIAIGAVSALTGYLSYTDFYCRFTECCHEERPLNTSALKLDLEEKLFGQHLATEVILKALTGFRNNKNSKKPLTLSLHGWAGTGKNFISQIVAENLYPKGLKSNFVHLFVSTLHFPHEQKIKVYQDQLQKWIRGNVSACGSSVFIFDEMDKLHPGIIDAIKPFLDYYEQVDGISYRRAIFIFLSNAGGDLITKTALDFWRAGRKREEIQLKDLEPVLSVGVFNNKHSGLWHSGLIDKNLIDYFIPFLPLEYKHVKMCVRAEMRARGAAVD.... Result: 0 (no interaction). (5) The miRNA is hsa-miR-1825 with sequence UCCAGUGCCCUCCUCUCC. The protein sequence of the target gene is MAATELRGVVGPGPAAIAALGGGGAGPPVVGGGGGRGDAGPGSGAASGTVVAAAAGGPGPGAGGVAAAGPAPAPPTGGSGGSGAGGSGSAREGWLFKWTNYIKGYQRRWFVLSNGLLSYYRSKAEMRHTCRGTINLATANITVEDSCNFIISNGGAQTYHLKASSEVERQRWVTALELAKAKAVKMLAESDESGDEESVSQTDKTELQNTLRTLSSKVEDLSTCNDLIAKHGTALQRSLSELESLKLPAESNEKIKQVNERATLFRITSNAMINACRDFLMLAQTHSKKWQKSLQYERDQ.... Result: 0 (no interaction). (6) The miRNA is hsa-miR-592 with sequence UUGUGUCAAUAUGCGAUGAUGU. The protein sequence of the target gene is MESSSSSNSYFSVGPTSPSAVVLLYSKELKKWDEFEDILEERRHVSDLKFAMKCYTPLVYKGITPCKPIDIKCSVLNSEEIHYVIKQLSKESLQSVDVLREEVSEILDEMSHKLRLGAIRFCAFTLSKVFKQIFSKVCVNEEGIQKLQRAIQEHPVVLLPSHRSYIDFLMLSFLLYNYDLPVPVIAAGMDFLGMKMVGELLRMSGAFFMRRTFGGNKLYWAVFSEYVKTMLRNGYAPVEFFLEGTRSRSAKTLTPKFGLLNIVMEPFFKREVFDTYLVPISISYDKILEETLYVYELLGV.... Result: 0 (no interaction). (7) The miRNA is hsa-miR-1233-5p with sequence AGUGGGAGGCCAGGGCACGGCA. The protein sequence of the target gene is MEVPNVKDFQWKRLAPLPSRRVYCSLLETGGQVYAIGGCDDNGVPMDCFEVYSPEADQWTALPRLPTARAGVAVTALGKRIMVIGGVGTNQLPLKVVEMYNIDEGKWKKRSMLREAAMGISVTAKDYRVYAAGGMGLDLRPHNHLQHYDMLKDMWVSLAPMPTPRYAATSFLRGSKIYVLGGRQSKYAVNAFEVFDIETRSWTKFPNIPYKRAFSSFVTLDNHLYSLGGLRQGRLYRQPKFLRTMDVFDMEQGGWLKMERSFFLKKRRADFVAGSLSGRVIVAGGLGNQPTVLETAEAFH.... Result: 1 (interaction). (8) The miRNA is hsa-miR-3713 with sequence GGUAUCCGUUUGGGGAUGGU. The protein sequence of the target gene is MFENLNTALTPKLQASRSFPHLSKPVAPGSAPLGSGEPGGPGLWVGSSQHLKNLGKAMGAKVNDFLRRKEPSSLGSVGVTEINKTAGAQLASGTDAAPEAWLEDERSVLQETFPRLDPPPPITRKRTPRALKTTQDMLISSQPVLSSLEYGTEPSPGQAQDSAPTAQPDVPADASQPEATMEREERGKVLPNGEVSLSVPDLIHKDSQDESKLKMTECRRASSPSLIERNGFKLSLSPISLAESWEDGSPPPQARTSSLDNEGPHPDLLSFE. Result: 0 (no interaction). (9) The miRNA is mmu-miR-6997-3p with sequence UCAAACCUUACCCUCCUGUUUCC. The protein sequence of the target gene is MRENNQSSTLEFILLGVTGQQEQEDFFYILFLFIYPITLIGNLLIVLAICSDVRLHNPMYFLLANLSLVDIFFSSVTIPKMLANHLLGSKSISFGGCLTQMYFMIALGNTDSYILAAMAYDRAVAISRPLHYTTIMSPRSCIWLIAGSWVIGNANALPHTLLTASLSFCGNQEVANFYCDITPLLKLSCSDIHFHVKMMYLGVGIFSVPLLCIIVSYIRVFSTVFQVPSTKGVLKAFSTCGSHLTVVSLYYGTVMGTYFRPLTNYSLKDAVITVMYTAVTPMLNPFIYSLRNRDMKAALR.... Result: 0 (no interaction).